This data is from Forward reaction prediction with 1.9M reactions from USPTO patents (1976-2016). The task is: Predict the product of the given reaction. (1) Given the reactants [N:1]1([CH2:5][CH2:6][O:7][C:8]2([C:21]3[CH:22]=[N:23][CH:24]=[CH:25][CH:26]=3)[CH2:13][CH2:12][N:11]([C:14](OC(C)(C)C)=[O:15])[CH2:10][CH2:9]2)[CH2:4][CH2:3][CH2:2]1.C(O)(C(F)(F)F)=O.[CH3:34][O:35][C:36]1[CH:41]=[C:40]([CH3:42])[C:39]([S:43]([N:46]2[CH2:51][CH2:50][CH2:49][CH2:48][C@H:47]2[CH2:52][O:53][CH2:54]C(O)=O)(=[O:45])=[O:44])=[C:38]([CH3:58])[CH:37]=1.CCN=C=NCCCN(C)C.Cl.C1C=CC2N(O)N=NC=2C=1.CCN(C(C)C)C(C)C, predict the reaction product. The product is: [N:1]1([CH2:5][CH2:6][O:7][C:8]2([C:21]3[CH:22]=[N:23][CH:24]=[CH:25][CH:26]=3)[CH2:13][CH2:12][N:11]([C:14](=[O:15])[CH2:54][O:53][CH2:52][C@@H:47]3[CH2:48][CH2:49][CH2:50][CH2:51][N:46]3[S:43]([C:39]3[C:40]([CH3:42])=[CH:41][C:36]([O:35][CH3:34])=[CH:37][C:38]=3[CH3:58])(=[O:45])=[O:44])[CH2:10][CH2:9]2)[CH2:2][CH2:3][CH2:4]1. (2) Given the reactants [CH2:1]([C:3]1[C:8]([OH:9])=[CH:7][CH:6]=[C:5]([CH3:10])[N:4]=1)[CH3:2].Br[CH2:12][C:13]([O:15][CH3:16])=[O:14].C(=O)([O-])[O-].[Cs+].[Cs+].O, predict the reaction product. The product is: [CH2:1]([C:3]1[C:8]([O:9][CH2:12][C:13]([O:15][CH3:16])=[O:14])=[CH:7][CH:6]=[C:5]([CH3:10])[N:4]=1)[CH3:2]. (3) The product is: [CH3:55][N:56]1[CH:60]=[C:59]([NH:61][C:62]2[CH:67]=[C:66]([NH:43][C:44]3[CH:54]=[CH:53][CH:52]=[CH:51][C:45]=3[C:46]([NH:48][O:49][CH3:50])=[O:47])[C:65]([C:69]([F:71])([F:70])[F:72])=[CH:64][N:63]=2)[C:58]([CH3:73])=[N:57]1. Given the reactants CC1(C)C2C=CC=C(P(C3C=CC=CC=3)C3C=CC=CC=3)C=2OC2C1=CC=CC=2P(C1C=CC=CC=1)C1C=CC=CC=1.[NH2:43][C:44]1[CH:54]=[CH:53][CH:52]=[CH:51][C:45]=1[C:46]([NH:48][O:49][CH3:50])=[O:47].[CH3:55][N:56]1[CH:60]=[C:59]([NH:61][C:62]2[CH:67]=[C:66](I)[C:65]([C:69]([F:72])([F:71])[F:70])=[CH:64][N:63]=2)[C:58]([CH3:73])=[N:57]1.C(=O)([O-])[O-].[Cs+].[Cs+], predict the reaction product. (4) Given the reactants C(N(CC)CC)C.Br[C:9]1[N:14]=[CH:13][C:12]([CH2:15][CH2:16][C:17]([O:19][CH3:20])=[O:18])=[CH:11][CH:10]=1.[CH3:21][Si:22]([C:25]#[CH:26])([CH3:24])[CH3:23], predict the reaction product. The product is: [CH3:21][Si:22]([C:25]#[C:26][C:9]1[N:14]=[CH:13][C:12]([CH2:15][CH2:16][C:17]([O:19][CH3:20])=[O:18])=[CH:11][CH:10]=1)([CH3:24])[CH3:23]. (5) Given the reactants [CH:1]1CCCCC=1.[C:7]([NH:15][C:16]1[C:17]2[N:18]=[CH:19][N:20]([C:36]=2[N:37]=[CH:38][N:39]=1)[C@@H:21]1[O:35][C@H:25]([CH2:26][O:27][Si](C(C)(C)C)(C)C)[C@@H:23]([OH:24])[CH2:22]1)(=[O:14])[C:8]1[CH:13]=[CH:12][CH:11]=[CH:10][CH:9]=1.[N-:40]=[N+:41]=[N-:42].[Na+].[NH4+].[F-], predict the reaction product. The product is: [C:7]([NH:15][C:16]1[C:17]2[N:18]=[CH:19][N:20]([C:36]=2[N:37]=[CH:38][N:39]=1)[C@@H:21]1[O:35][C@H:25]([CH2:26][OH:27])[C@@H:23]([O:24][CH2:1][N:40]=[N+:41]=[N-:42])[CH2:22]1)(=[O:14])[C:8]1[CH:13]=[CH:12][CH:11]=[CH:10][CH:9]=1.